Task: Binary Classification. Given a drug SMILES string, predict its activity (active/inactive) in a high-throughput screening assay against a specified biological target.. Dataset: Cav3 T-type calcium channel HTS with 100,875 compounds (1) The compound is s1c(C(N2CC(CCC2)C)c2n(nnn2)Cc2ccccc2)ccc1. The result is 1 (active). (2) The compound is Clc1ccc(NC2SC(=O)N(C2=O)CC(O)=O)cc1. The result is 0 (inactive). (3) The compound is O(c1cc(C(N2CCCCC2)C#N)ccc1O)C. The result is 0 (inactive). (4) The drug is O1CCN(CC1)C(=O)Cn1c(=O)c2c(n(nc2)c2ccccc2)nc1. The result is 0 (inactive). (5) The compound is s1c(c(nc1C)C(F)(F)F)C(=O)NC(=O)Nc1ccc(OC(F)(F)F)cc1. The result is 0 (inactive). (6) The molecule is s1c2C3(CCN(CC3)C(=O)C)C(=C(Oc2c2c1nc(cc2C)C)N)C#N. The result is 0 (inactive).